Dataset: Peptide-MHC class I binding affinity with 185,985 pairs from IEDB/IMGT. Task: Regression. Given a peptide amino acid sequence and an MHC pseudo amino acid sequence, predict their binding affinity value. This is MHC class I binding data. The peptide sequence is EPGQLKLNW. The MHC is HLA-B53:01 with pseudo-sequence HLA-B53:01. The binding affinity (normalized) is 0.676.